From a dataset of Full USPTO retrosynthesis dataset with 1.9M reactions from patents (1976-2016). Predict the reactants needed to synthesize the given product. (1) Given the product [C:28]([C:31]1[CH:32]=[C:33]([C:37]2[N:12]([CH2:26][C:20]3[C:19]4[C:23](=[CH:24][CH:25]=[C:17]([Cl:16])[CH:18]=4)[NH:22][CH:21]=3)[N:11]=[C:10]3[C:9]=2[C:8](=[O:13])[N:7]([CH3:14])[C:6](=[O:15])[N:5]3[CH2:4][CH:1]2[CH2:2][CH2:3]2)[N:34]([CH3:36])[CH:35]=1)(=[O:30])[CH3:29], predict the reactants needed to synthesize it. The reactants are: [CH:1]1([CH2:4][N:5]2[C:10]([NH:11][NH2:12])=[CH:9][C:8](=[O:13])[N:7]([CH3:14])[C:6]2=[O:15])[CH2:3][CH2:2]1.[Cl:16][C:17]1[CH:18]=[C:19]2[C:23](=[CH:24][CH:25]=1)[NH:22][CH:21]=[C:20]2[CH:26]=O.[C:28]([C:31]1[CH:32]=[C:33]([CH:37]=O)[N:34]([CH3:36])[CH:35]=1)(=[O:30])[CH3:29]. (2) The reactants are: [N+:1]([C:4]1[CH:10]=[C:9]([Cl:11])[CH:8]=[CH:7][C:5]=1[NH2:6])([O-:3])=[O:2].N1C=CC=CC=1.[C:18]1([S:24](Cl)(=[O:26])=[O:25])[CH:23]=[CH:22][CH:21]=[CH:20][CH:19]=1.O. Given the product [C:18]1([S:24]([NH:6][C:5]2[CH:7]=[CH:8][C:9]([Cl:11])=[CH:10][C:4]=2[N+:1]([O-:3])=[O:2])(=[O:26])=[O:25])[CH:23]=[CH:22][CH:21]=[CH:20][CH:19]=1, predict the reactants needed to synthesize it. (3) Given the product [C:1]([C:3]1[CH:11]=[C:10]2[C:6]([CH:7]=[C:8]([C:22]([OH:24])=[O:23])[N:9]2[CH2:12][C:13]2[C:14]([CH3:21])=[CH:15][C:16]([CH3:20])=[CH:17][C:18]=2[CH3:19])=[CH:5][CH:4]=1)#[N:2], predict the reactants needed to synthesize it. The reactants are: [C:1]([C:3]1[CH:11]=[C:10]2[C:6]([CH:7]=[C:8]([C:22]([O:24]C)=[O:23])[N:9]2[CH2:12][C:13]2[C:18]([CH3:19])=[CH:17][C:16]([CH3:20])=[CH:15][C:14]=2[CH3:21])=[CH:5][CH:4]=1)#[N:2].C1COCC1.[OH-].[Na+].Cl. (4) Given the product [N:1]1[CH:2]=[C:3]([C:10]([NH:12][C:13]2[CH:14]=[C:15]([C:20]3[N:24]=[C:23]([CH2:25][CH2:26][C:27]([O:29][CH:31]([CH3:32])[CH3:35])=[O:28])[O:22][N:21]=3)[CH:16]=[CH:17][C:18]=2[CH3:19])=[O:11])[N:4]2[CH:9]=[CH:8][CH:7]=[CH:6][C:5]=12, predict the reactants needed to synthesize it. The reactants are: [N:1]1[CH:2]=[C:3]([C:10]([NH:12][C:13]2[CH:14]=[C:15]([C:20]3[N:24]=[C:23]([CH2:25][CH2:26][C:27]([O:29]C)=[O:28])[O:22][N:21]=3)[CH:16]=[CH:17][C:18]=2[CH3:19])=[O:11])[N:4]2[CH:9]=[CH:8][CH:7]=[CH:6][C:5]=12.[CH2:31]([Mg]Br)[CH3:32].[CH2:35]1COCC1. (5) Given the product [CH2:1]([NH:3][C:5]1[CH:10]=[C:9]([C:11]2[CH:16]=[CH:15][CH:14]=[CH:13][CH:12]=2)[N:8]=[C:7]([NH2:17])[N:6]=1)[CH3:2], predict the reactants needed to synthesize it. The reactants are: [CH2:1]([NH2:3])[CH3:2].Cl[C:5]1[CH:10]=[C:9]([C:11]2[CH:16]=[CH:15][CH:14]=[CH:13][CH:12]=2)[N:8]=[C:7]([NH2:17])[N:6]=1. (6) Given the product [CH3:1][O:2][C:3]1[CH:4]=[N:5][C:6]2[C:11]([CH:12]=1)=[CH:10][C:9]([C:13]([CH3:18])([CH3:17])[C:14]([NH:41][NH:40][C:37]1[N:38]=[N:39][C:34]([C:28]3[CH:33]=[CH:32][CH:31]=[CH:30][CH:29]=3)=[CH:35][CH:36]=1)=[O:16])=[CH:8][CH:7]=2, predict the reactants needed to synthesize it. The reactants are: [CH3:1][O:2][C:3]1[CH:4]=[N:5][C:6]2[C:11]([CH:12]=1)=[CH:10][C:9]([C:13]([CH3:18])([CH3:17])[C:14]([OH:16])=O)=[CH:8][CH:7]=2.CCN(C(C)C)C(C)C.[C:28]1([C:34]2[N:39]=[N:38][C:37]([NH:40][NH2:41])=[CH:36][CH:35]=2)[CH:33]=[CH:32][CH:31]=[CH:30][CH:29]=1. (7) Given the product [C:1]([OH:17])(=[O:18])[CH:2]=[CH2:3].[NH2:50][C:51]([O:17][CH2:1][CH3:2])=[O:52], predict the reactants needed to synthesize it. The reactants are: [CH2:1]([OH:17])[CH2:2][CH2:3]CCCCCCCCCCCCC.[O:18]=C=NC1CC(C)(C)CC(C)(CN=C=O)C1.C(C(CO)(CO)CC)O.C1C=C(C[N:50]=[C:51]=[O:52])C=C(CN=C=O)C=1.C([O-])(=O)CCCCCCCCCCC.C([Sn+2]CCCC)CCC.C([O-])(=O)CCCCCCCCCCC.COC1C=CC(O)=CC=1.